From a dataset of Catalyst prediction with 721,799 reactions and 888 catalyst types from USPTO. Predict which catalyst facilitates the given reaction. (1) Reactant: [H-].[Na+].[S:3]1[CH:7]=[CH:6][CH:5]=[C:4]1[CH2:8][C:9]#[N:10].Br[CH2:12][CH2:13]Cl.O. Product: [S:3]1[CH:7]=[CH:6][CH:5]=[C:4]1[C:8]1([C:9]#[N:10])[CH2:13][CH2:12]1. The catalyst class is: 16. (2) Reactant: [CH2:1]([O:3][C:4]1[C:13]2[C:8](=[C:9]([NH2:14])[CH:10]=[CH:11][CH:12]=2)[N:7]=[CH:6][N:5]=1)[CH3:2].[Cl:15][C:16]1[C:21]([C:22](O)=[O:23])=[C:20]([F:25])[C:19]([CH2:26][NH:27][C:28](=[O:33])[C:29]([CH3:32])([CH3:31])[CH3:30])=[CH:18][CH:17]=1.C(Cl)(=O)C(Cl)=O.CCN(C(C)C)C(C)C. Product: [Cl:15][C:16]1[C:21]([C:22]([NH:14][C:9]2[CH:10]=[CH:11][CH:12]=[C:13]3[C:8]=2[N:7]=[CH:6][N:5]=[C:4]3[O:3][CH2:1][CH3:2])=[O:23])=[C:20]([F:25])[C:19]([CH2:26][NH:27][C:28](=[O:33])[C:29]([CH3:31])([CH3:30])[CH3:32])=[CH:18][CH:17]=1. The catalyst class is: 85. (3) Reactant: [CH3:1][N:2]1[CH2:7][CH2:6][N:5]([C:8]2[C:9]([N+:15]([O-])=O)=[C:10]([CH:12]=[CH:13][CH:14]=2)[NH2:11])[CH2:4][CH2:3]1. Product: [CH3:1][N:2]1[CH2:3][CH2:4][N:5]([C:8]2[CH:14]=[CH:13][CH:12]=[C:10]([NH2:11])[C:9]=2[NH2:15])[CH2:6][CH2:7]1. The catalyst class is: 19. (4) Reactant: [Cl:1][C:2]1[CH:11]=[CH:10][C:9](O)=[C:8]2[C:3]=1[CH:4]=[CH:5][CH:6]=[N:7]2.C1(=O)O[CH2:16][CH2:15][O:14]1.C([O-])([O-])=O.[Cs+].[Cs+]. Product: [OH:14][CH2:15][CH2:16][C:9]1[CH:10]=[CH:11][C:2]([Cl:1])=[C:3]2[C:8]=1[N:7]=[CH:6][CH:5]=[CH:4]2. The catalyst class is: 3.